Predict the reactants needed to synthesize the given product. From a dataset of Full USPTO retrosynthesis dataset with 1.9M reactions from patents (1976-2016). (1) The reactants are: [CH3:1][N:2]([CH3:12])[C:3]1[CH:8]=[CH:7][C:6]([N+:9]([O-])=O)=[CH:5][N:4]=1. Given the product [CH3:1][N:2]([CH3:12])[C:3]1[CH:8]=[CH:7][C:6]([NH2:9])=[CH:5][N:4]=1, predict the reactants needed to synthesize it. (2) Given the product [NH2:1][CH2:4][C@H:5]1[O:9][C:8](=[O:10])[N:7]([CH2:11][C:12]2[CH:17]=[CH:16][CH:15]=[CH:14][CH:13]=2)[CH2:6]1, predict the reactants needed to synthesize it. The reactants are: [N:1]([CH2:4][CH:5]1[O:9][C:8](=[O:10])[N:7]([CH2:11][C:12]2[CH:17]=[CH:16][CH:15]=[CH:14][CH:13]=2)[CH2:6]1)=[N+]=[N-].[H][H]. (3) Given the product [C:1]([O:4][C@@H:5]1[CH2:10][CH2:9][CH2:8][CH2:7][C@H:6]1[C:11]1[CH:16]=[CH:15][C:14]([I:17])=[CH:13][CH:12]=1)(=[O:3])[CH3:2], predict the reactants needed to synthesize it. The reactants are: [C:1]([O:4][C@@H:5]1[CH2:10][CH2:9][CH2:8][CH2:7][C@H:6]1[C:11]1[CH:16]=[CH:15][CH:14]=[CH:13][CH:12]=1)(=[O:3])[CH3:2].[I:17]N1C(=O)CCC1=O. (4) The reactants are: F[C:2]1[C:7]([N+:8]([O-:10])=[O:9])=[CH:6][CH:5]=[CH:4][N:3]=1.[O:11]1[CH2:16][CH2:15][CH:14]([OH:17])[CH2:13][CH2:12]1. Given the product [N+:8]([C:7]1[C:2]([O:17][CH:14]2[CH2:15][CH2:16][O:11][CH2:12][CH2:13]2)=[N:3][CH:4]=[CH:5][CH:6]=1)([O-:10])=[O:9], predict the reactants needed to synthesize it. (5) Given the product [CH2:4]=[C:3]1[CH2:8][CH2:9][CH:10]([C:13]([O:15][CH2:16][CH3:17])=[O:14])[CH2:1][CH2:2]1, predict the reactants needed to synthesize it. The reactants are: [CH2:1]([Li])[CH2:2][CH2:3][CH3:4].O=C1CC[CH:10]([C:13]([O:15][CH2:16][CH3:17])=[O:14])[CH2:9][CH2:8]1.